From a dataset of Forward reaction prediction with 1.9M reactions from USPTO patents (1976-2016). Predict the product of the given reaction. (1) Given the reactants [O:1]1[C:5]2[CH:6]=[CH:7][CH:8]=[CH:9][C:4]=2[N:3]=[C:2]1[C:10]1[CH:18]=[CH:17][C:13]([C:14]([OH:16])=O)=[CH:12][CH:11]=1.FC(F)(F)C(O)=O.[CH2:26]([NH:28][C:29]([C@H:31]1[CH2:35][CH2:34][C@@H:33]([NH:36][CH3:37])[CH2:32]1)=[O:30])[CH3:27].Cl.CN(C)CCCN=C=NCC.ON1C2C=CC=CC=2N=N1.CN1CCOCC1, predict the reaction product. The product is: [O:1]1[C:5]2[CH:6]=[CH:7][CH:8]=[CH:9][C:4]=2[N:3]=[C:2]1[C:10]1[CH:11]=[CH:12][C:13]([C:14]([N:36]([C@@H:33]2[CH2:34][CH2:35][C@H:31]([C:29](=[O:30])[NH:28][CH2:26][CH3:27])[CH2:32]2)[CH3:37])=[O:16])=[CH:17][CH:18]=1. (2) Given the reactants [NH2:1][C:2]1[CH:7]=[CH:6][C:5]([C:8]2[NH:12][C:11]([C@H:13]3[N:21]4[C:16](=[CH:17][C:18]([C:23]5[CH:28]=[C:27]([Cl:29])[CH:26]=[CH:25][C:24]=5[N:30]5[CH:34]=[N:33][N:32]=[N:31]5)=[CH:19][C:20]4=[O:22])[CH2:15][CH2:14]3)=[CH:10][CH:9]=2)=[CH:4][CH:3]=1.Cl[C:36]([O:38][CH3:39])=[O:37], predict the reaction product. The product is: [CH3:39][O:38][C:36](=[O:37])[NH:1][C:2]1[CH:3]=[CH:4][C:5]([C:8]2[NH:12][C:11]([C@H:13]3[N:21]4[C:16](=[CH:17][C:18]([C:23]5[CH:28]=[C:27]([Cl:29])[CH:26]=[CH:25][C:24]=5[N:30]5[CH:34]=[N:33][N:32]=[N:31]5)=[CH:19][C:20]4=[O:22])[CH2:15][CH2:14]3)=[CH:10][CH:9]=2)=[CH:6][CH:7]=1. (3) Given the reactants [N:1]1[CH:2]=[C:3]([C:10]([NH:12][C:13]2[CH:14]=[C:15]([C:20]3[N:24]=[C:23]([C:25]4([NH:29]C(=O)OC(C)(C)C)[CH2:28][O:27][CH2:26]4)[O:22][N:21]=3)[CH:16]=[CH:17][C:18]=2[CH3:19])=[O:11])[N:4]2[CH:9]=[CH:8][CH:7]=[CH:6][C:5]=12.[C:37]([OH:43])([C:39]([F:42])([F:41])[F:40])=[O:38], predict the reaction product. The product is: [NH2:29][C:25]1([C:23]2[O:22][N:21]=[C:20]([C:15]3[CH:16]=[CH:17][C:18]([CH3:19])=[C:13]([NH:12][C:10]([C:3]4[N:4]5[CH:9]=[CH:8][CH:7]=[CH:6][C:5]5=[N:1][CH:2]=4)=[O:11])[CH:14]=3)[N:24]=2)[CH2:26][O:27][CH2:28]1.[C:37]([OH:43])([C:39]([F:42])([F:41])[F:40])=[O:38]. (4) Given the reactants [CH3:1][C:2]1[CH:3]=[C:4]([CH:7]=[CH:8][CH:9]=1)[CH2:5][NH2:6].[C:10]([N:17]1[CH2:22][CH2:21][C:20](=O)[CH2:19][CH2:18]1)([O:12][C:13]([CH3:16])([CH3:15])[CH3:14])=[O:11], predict the reaction product. The product is: [C:13]([O:12][C:10]([N:17]1[CH2:22][CH2:21][CH:20]([NH:6][CH2:5][C:4]2[CH:7]=[CH:8][CH:9]=[C:2]([CH3:1])[CH:3]=2)[CH2:19][CH2:18]1)=[O:11])([CH3:16])([CH3:14])[CH3:15]. (5) Given the reactants [NH2:1][C:2]1[CH:3]=[C:4]([CH:9]2[CH2:14][CH2:13][N:12]([C:15]([O:17][C:18]([CH3:21])([CH3:20])[CH3:19])=[O:16])[CH2:11][CH2:10]2)[CH:5]=[N:6][C:7]=1[NH2:8].[O:22]([CH2:29][C:30]1[CH:37]=[CH:36][C:33]([CH:34]=O)=[CH:32][CH:31]=1)[C:23]1[CH:28]=[CH:27][CH:26]=[CH:25][CH:24]=1.C(OI(C1C=CC=CC=1)OC(=O)C)(=O)C, predict the reaction product. The product is: [O:22]([CH2:29][C:30]1[CH:31]=[CH:32][C:33]([C:34]2[NH:8][C:7]3=[N:6][CH:5]=[C:4]([CH:9]4[CH2:14][CH2:13][N:12]([C:15]([O:17][C:18]([CH3:21])([CH3:20])[CH3:19])=[O:16])[CH2:11][CH2:10]4)[CH:3]=[C:2]3[N:1]=2)=[CH:36][CH:37]=1)[C:23]1[CH:24]=[CH:25][CH:26]=[CH:27][CH:28]=1. (6) Given the reactants [Cl:1][C:2]1[CH:10]=[C:9]([CH2:11][OH:12])[C:8]2[C:4](=[CH:5][N:6]([CH2:13][O:14][CH2:15][CH2:16][Si:17]([CH3:20])([CH3:19])[CH3:18])[N:7]=2)[CH:3]=1.C(N(CC)CC)C.[CH3:28][S:29](Cl)(=[O:31])=[O:30], predict the reaction product. The product is: [CH3:28][S:29]([O:12][CH2:11][C:9]1[C:8]2[C:4](=[CH:5][N:6]([CH2:13][O:14][CH2:15][CH2:16][Si:17]([CH3:20])([CH3:19])[CH3:18])[N:7]=2)[CH:3]=[C:2]([Cl:1])[CH:10]=1)(=[O:31])=[O:30]. (7) The product is: [F:1][C:2]1[CH:7]=[CH:6][C:5]([C:8]2[CH:9]=[CH:10][N:11]=[C:12]3[C:17]=2[CH:16]=[CH:15][C:14]([C:18]([F:19])([F:20])[F:21])=[N:13]3)=[CH:4][C:3]=1[O:22][CH2:25][C:26]1[N:30]([CH3:31])[N:29]=[CH:28][N:27]=1. Given the reactants [F:1][C:2]1[CH:7]=[CH:6][C:5]([C:8]2[C:17]3[C:12](=[N:13][C:14]([C:18]([F:21])([F:20])[F:19])=[CH:15][CH:16]=3)[N:11]=[CH:10][CH:9]=2)=[CH:4][C:3]=1[OH:22].Cl.Cl[CH2:25][C:26]1[N:30]([CH3:31])[N:29]=[CH:28][N:27]=1, predict the reaction product. (8) The product is: [OH:15][C:12]1[CH:11]=[C:10]([C:16]2[N:17]=[C:18]([NH:21][C:22](=[O:26])[CH:23]([CH3:25])[CH3:24])[S:19][CH:20]=2)[N:9]=[C:8]2[C:7]3[C:2]([Br:1])=[C:3]([O:27][CH3:28])[CH:4]=[CH:5][C:6]=3[O:14][C:13]=12. Given the reactants [Br:1][C:2]1[C:7]2[C:8]3[NH:9][CH:10]([C:16]4[N:17]=[C:18]([NH:21][C:22](=[O:26])[CH:23]([CH3:25])[CH3:24])[S:19][CH:20]=4)[CH2:11][C:12](=[O:15])[C:13]=3[O:14][C:6]=2[CH:5]=[CH:4][C:3]=1[O:27][CH3:28], predict the reaction product.